Dataset: Catalyst prediction with 721,799 reactions and 888 catalyst types from USPTO. Task: Predict which catalyst facilitates the given reaction. (1) Reactant: [Br:1][C:2]1[CH:7]=[CH:6][C:5]([C:8]2[CH:13]=[CH:12][C:11]([C:14]([O:16][CH3:17])=[O:15])=[CH:10][C:9]=2[N+:18]([O-])=O)=[C:4]([C:21]#[N:22])[CH:3]=1.C1(P(C2C=CC=CC=2)C2C=CC=CC=2)C=CC=CC=1.C(Cl)Cl. Product: [Br:1][C:2]1[CH:7]=[C:6]2[C:5]([C:8]3[CH:13]=[CH:12][C:11]([C:14]([O:16][CH3:17])=[O:15])=[CH:10][C:9]=3[NH:18]2)=[C:4]([C:21]#[N:22])[CH:3]=1. The catalyst class is: 262. (2) Reactant: C1(OC(=O)[N:9]([C:19]2[CH:24]=[C:23]([O:25][C:26]3[CH:31]=[CH:30][C:29]([NH:32][C:33]([C:35]4([C:38](=[O:47])[NH:39][C:40]5[CH:45]=[CH:44][C:43]([F:46])=[CH:42][CH:41]=5)[CH2:37][CH2:36]4)=[O:34])=[CH:28][CH:27]=3)[CH:22]=[CH:21][N:20]=2)[C:10]([O:12]C2C=CC=CC=2)=O)C=CC=CC=1.[CH3:49][NH:50][CH:51]1[CH2:56][CH2:55][N:54]([CH3:57])[CH2:53][CH2:52]1. Product: [F:46][C:43]1[CH:42]=[CH:41][C:40]([NH:39][C:38]([C:35]2([C:33]([NH:32][C:29]3[CH:30]=[CH:31][C:26]([O:25][C:23]4[CH:22]=[CH:21][N:20]=[C:19]([NH:9][C:10]([N:50]([CH3:49])[CH:51]5[CH2:56][CH2:55][N:54]([CH3:57])[CH2:53][CH2:52]5)=[O:12])[CH:24]=4)=[CH:27][CH:28]=3)=[O:34])[CH2:36][CH2:37]2)=[O:47])=[CH:45][CH:44]=1. The catalyst class is: 9. (3) Reactant: [CH3:1][C:2]1[NH:6][C:5]2[CH:7]=[C:8]([C:11]3[CH:12]=[CH:13][C:14]4[O:20][CH2:19][CH2:18][N:17]([C:21]([N:23]5[CH2:28][CH2:27][CH2:26][CH2:25][CH:24]5[C:29]5[CH:34]=[CH:33][CH:32]=[CH:31][CH:30]=5)=[O:22])[CH2:16][C:15]=4[CH:35]=3)[CH:9]=[CH:10][C:4]=2[N:3]=1. Product: [CH3:1][C:2]1[NH:6][C:5]2[CH:7]=[C:8]([C:11]3[CH:12]=[CH:13][C:14]4[O:20][CH2:19][CH2:18][N:17]([C:21]([N:23]5[CH2:28][CH2:27][CH2:26][CH2:25][C@H:24]5[C:29]5[CH:34]=[CH:33][CH:32]=[CH:31][CH:30]=5)=[O:22])[CH2:16][C:15]=4[CH:35]=3)[CH:9]=[CH:10][C:4]=2[N:3]=1. The catalyst class is: 357. (4) Reactant: C1C=CC(P(C2C=CC3C(=CC=CC=3)C=2C2C3C(=CC=CC=3)C=CC=2P(C2C=CC=CC=2)C2C=CC=CC=2)C2C=CC=CC=2)=CC=1.[CH2:47]([NH:51][CH2:52][C:53]1[CH:67]=[CH:66][C:56]([O:57][C:58]([CH3:65])([CH3:64])[C:59]([O:61][CH2:62][CH3:63])=[O:60])=[C:55]([CH3:68])[CH:54]=1)[CH2:48][CH2:49][CH3:50].Br[C:70]1[CH:75]=[CH:74][CH:73]=[C:72]([C:76]2[CH:81]=[CH:80][C:79]([C:82]([F:85])([F:84])[F:83])=[CH:78][CH:77]=2)[N:71]=1.C(=O)([O-])[O-].[Cs+].[Cs+]. Product: [CH2:47]([N:51]([CH2:52][C:53]1[CH:67]=[CH:66][C:56]([O:57][C:58]([CH3:65])([CH3:64])[C:59]([O:61][CH2:62][CH3:63])=[O:60])=[C:55]([CH3:68])[CH:54]=1)[C:70]1[CH:75]=[CH:74][CH:73]=[C:72]([C:76]2[CH:81]=[CH:80][C:79]([C:82]([F:83])([F:85])[F:84])=[CH:78][CH:77]=2)[N:71]=1)[CH2:48][CH2:49][CH3:50]. The catalyst class is: 164. (5) Reactant: [Cl:1][C:2]1[CH:11]=[CH:10][C:5]([C:6]([O:8][CH3:9])=[O:7])=[C:4]([NH:12][CH2:13][CH2:14][CH2:15][CH2:16][OH:17])[C:3]=1[NH:18][C:19](=S)[NH:20][C:21]1[C:26]([Cl:27])=[CH:25][C:24]([Cl:28])=[CH:23][N:22]=1.C(N(CC)CC)C.Cl.C(N=C=NCCCN(C)C)C. Product: [Cl:1][C:2]1[C:3]2[N:18]=[C:19]([NH:20][C:21]3[C:26]([Cl:27])=[CH:25][C:24]([Cl:28])=[CH:23][N:22]=3)[N:12]([CH2:13][CH2:14][CH2:15][CH2:16][OH:17])[C:4]=2[C:5]([C:6]([O:8][CH3:9])=[O:7])=[CH:10][CH:11]=1. The catalyst class is: 54. (6) Reactant: [H-].[Na+].[CH:3]1([CH:8]([C:29]2[CH:34]=[CH:33][C:32]([CH:35]=O)=[CH:31][CH:30]=2)[C:9]([NH:11][C:12]2[CH:13]=[C:14]([CH:26]=[CH:27][CH:28]=2)[CH2:15][C:16]2([C:19]([O:21][C:22]([CH3:25])([CH3:24])[CH3:23])=[O:20])[CH2:18][CH2:17]2)=[O:10])[CH2:7][CH2:6][CH2:5][CH2:4]1.[CH2:37]1COCC1. Product: [CH:3]1([CH:8]([C:29]2[CH:34]=[CH:33][C:32]([CH:35]=[CH2:37])=[CH:31][CH:30]=2)[C:9]([NH:11][C:12]2[CH:13]=[C:14]([CH:26]=[CH:27][CH:28]=2)[CH2:15][C:16]2([C:19]([O:21][C:22]([CH3:25])([CH3:23])[CH3:24])=[O:20])[CH2:18][CH2:17]2)=[O:10])[CH2:7][CH2:6][CH2:5][CH2:4]1. The catalyst class is: 629. (7) Reactant: [Br:1][C:2]1[CH:3]=[C:4]2[C:9](=[CH:10][CH:11]=1)[N:8]=[CH:7][NH:6][C:5]2=O.S(Cl)(Cl)=O.CN(C)C=O.C(O)(C)C.[CH3:26][O:27][C:28]1[CH:35]=[C:34]([O:36][CH3:37])[CH:33]=[CH:32][C:29]=1[CH2:30][NH2:31]. The catalyst class is: 13. Product: [Br:1][C:2]1[CH:3]=[C:4]2[C:9](=[CH:10][CH:11]=1)[N:8]=[CH:7][N:6]=[C:5]2[NH:31][CH2:30][C:29]1[CH:32]=[CH:33][C:34]([O:36][CH3:37])=[CH:35][C:28]=1[O:27][CH3:26].